Dataset: Reaction yield outcomes from USPTO patents with 853,638 reactions. Task: Predict the reaction yield, written as a fraction of the theoretical maximum amount of product (1.0 means a 100% yield; for example, 0.34 means a 34% yield). (1) The reactants are [CH2:1]([C:3]1[CH:8]=[CH:7][N:6]=[C:5]([NH2:9])[CH:4]=1)[CH3:2].[Br:10]N1C(=O)CCC1=O. The catalyst is C1COCC1. The product is [Br:10][C:8]1[C:3]([CH2:1][CH3:2])=[CH:4][C:5]([NH2:9])=[N:6][CH:7]=1. The yield is 0.720. (2) The yield is 0.870. The product is [NH2:1][C:2]1[O:23][C:18]2[C:17](=[C:16]([C:15]([O:14][CH3:13])=[O:25])[CH:21]=[C:20]([F:22])[CH:19]=2)[N:24]=1. The reactants are [N:1]1(C(N2C=CN=C2)N)C=CN=[CH:2]1.[CH3:13][O:14][C:15](=[O:25])[C:16]1[CH:21]=[C:20]([F:22])[CH:19]=[C:18]([OH:23])[C:17]=1[NH2:24]. The catalyst is C1COCC1. (3) The reactants are Cl[C:2]1[C:7]([Cl:8])=[N:6][CH:5]=[CH:4][N:3]=1.[CH3:9][CH:10]([NH2:12])[CH3:11]. The catalyst is C1COCC1. The product is [Cl:8][C:7]1[C:2]([NH:12][CH:10]([CH3:11])[CH3:9])=[N:3][CH:4]=[CH:5][N:6]=1. The yield is 0.538. (4) The reactants are O1[C:5]2([CH2:10][CH2:9][CH:8]([OH:11])[CH2:7][CH2:6]2)[O:4][CH2:3][CH2:2]1.C(Cl)(=O)[C:13]1[CH:18]=[CH:17]C=[CH:15][CH:14]=1.N1C=CC=CC=1.[O:27]1CCCC1. The catalyst is C(OCC)(=O)C. The product is [C:3]([O:4][CH:5]1[CH2:6][CH2:7][C:8](=[O:11])[CH2:9][CH2:10]1)(=[O:27])[C:2]1[CH:17]=[CH:18][CH:13]=[CH:14][CH:15]=1. The yield is 0.430. (5) The catalyst is C1COCC1.[Br-].[Zn+2].[Br-].O.CO. The yield is 0.760. The product is [CH3:1][S:2]([C:5]1[CH:6]=[C:7]([CH2:8][NH:9][C:24](=[O:25])[O:26][C:27]([CH3:30])([CH3:29])[CH3:28])[CH:10]=[CH:11][N:12]=1)(=[O:4])=[O:3]. The reactants are [CH3:1][S:2]([C:5]1[CH:6]=[C:7]([CH:10]=[CH:11][N:12]=1)[C:8]#[N:9])(=[O:4])=[O:3].[BH4-].[Na+].C(O)(C(F)(F)F)=O.[H][H].[C:24](O[C:24]([O:26][C:27]([CH3:30])([CH3:29])[CH3:28])=[O:25])([O:26][C:27]([CH3:30])([CH3:29])[CH3:28])=[O:25]. (6) The reactants are [NH:1]1[CH2:6][CH2:5][CH:4]([CH2:7][CH2:8][OH:9])[CH2:3][CH2:2]1.[OH-].[Na+].Br[CH2:13][CH2:14][CH2:15][Cl:16]. The catalyst is CC(C)=O. The product is [Cl:16][CH2:15][CH2:14][CH2:13][N:1]1[CH2:6][CH2:5][CH:4]([CH2:7][CH2:8][OH:9])[CH2:3][CH2:2]1. The yield is 0.370. (7) The reactants are C[Si]([N-][Si](C)(C)C)(C)C.[Na+].[CH3:11][NH:12][C:13]1[NH:23][C:22]2[C:15](=[C:16]([CH2:24][C:25]3[CH:30]=[C:29]([Br:31])[C:28]([O:32][CH3:33])=[C:27]([Br:34])[CH:26]=3)[C:17]([N:19]=[CH:20][CH:21]=2)=[O:18])[N:14]=1.I[CH3:36]. The catalyst is CN(C=O)C.C1COCC1. The product is [CH3:11][NH:12][C:13]1[N:23]=[C:22]2[C:15](=[C:16]([CH2:24][C:25]3[CH:26]=[C:27]([Br:34])[C:28]([O:32][CH3:33])=[C:29]([Br:31])[CH:30]=3)[C:17]([N:19]([CH3:36])[CH:20]=[CH:21]2)=[O:18])[N:14]=1. The yield is 0.430. (8) The reactants are [CH2:1]([N:3]([CH:27]1[CH2:32][CH2:31][NH:30][CH2:29][CH2:28]1)[C:4]1[C:19]2[CH2:18][CH:17]=[CH:16][CH2:15][CH2:14][C:13]3[CH:20]=[C:21]([CH3:25])[NH:22][C:23](=[O:24])[C:12]=3[CH2:11][NH:10][C:9](=[O:26])[C:8]=2[CH:7]=[CH:6][CH:5]=1)[CH3:2].[BH3-]C#N.[Na+].[CH3:37][C:38]([CH3:40])=O.CC(O)=O. The catalyst is CO. The product is [CH2:1]([N:3]([CH:27]1[CH2:32][CH2:31][N:30]([CH:38]([CH3:40])[CH3:37])[CH2:29][CH2:28]1)[C:4]1[C:19]2[CH2:18][CH:17]=[CH:16][CH2:15][CH2:14][C:13]3[CH:20]=[C:21]([CH3:25])[NH:22][C:23](=[O:24])[C:12]=3[CH2:11][NH:10][C:9](=[O:26])[C:8]=2[CH:7]=[CH:6][CH:5]=1)[CH3:2]. The yield is 0.748. (9) The product is [Br:1][C:2]1[CH:11]=[CH:10][C:9]([NH2:12])=[C:8]2[C:3]=1[CH:4]=[CH:5][N:6]=[CH:7]2. The catalyst is [Pt].C(O)(=O)C. The reactants are [Br:1][C:2]1[CH:11]=[CH:10][C:9]([N+:12]([O-])=O)=[C:8]2[C:3]=1[CH:4]=[CH:5][N:6]=[CH:7]2.[H][H]. The yield is 0.600. (10) The reactants are [Cl-].[Al+3].[Cl-].[Cl-].[H-].[Al+3].[Li+].[H-].[H-].[H-].[C:11]([C:13]1[CH:14]=[C:15]2[C:19](=[CH:20][CH:21]=1)[NH:18][CH:17]=[CH:16]2)#[N:12].[OH-].[Na+]. The catalyst is CCOCC. The product is [NH:18]1[C:19]2[C:15](=[CH:14][C:13]([CH2:11][NH2:12])=[CH:21][CH:20]=2)[CH:16]=[CH:17]1. The yield is 0.880.